From a dataset of Reaction yield outcomes from USPTO patents with 853,638 reactions. Predict the reaction yield, written as a fraction of the theoretical maximum amount of product (1.0 means a 100% yield; for example, 0.34 means a 34% yield). (1) The reactants are O=P(Cl)(Cl)Cl.[CH:6]([C:9]1[N:14]=[C:13]([C:15]([OH:17])=O)[CH:12]=[CH:11][CH:10]=1)([CH3:8])[CH3:7].[C:18]([C:21]1[C:26]([NH2:27])=[C:25]([CH3:28])[C:24]([O:29][CH3:30])=[CH:23][CH:22]=1)(=[O:20])[CH3:19].C(=O)(O)[O-].[Na+]. The catalyst is N1C=CC=CC=1. The product is [C:18]([C:21]1[C:26]([NH:27][C:15]([C:13]2[CH:12]=[CH:11][CH:10]=[C:9]([CH:6]([CH3:7])[CH3:8])[N:14]=2)=[O:17])=[C:25]([CH3:28])[C:24]([O:29][CH3:30])=[CH:23][CH:22]=1)(=[O:20])[CH3:19]. The yield is 0.720. (2) The reactants are [CH:1]([C:4]1[C:5]([O:15][CH2:16][CH:17]([OH:19])[CH3:18])=[CH:6][N:7]2[C:12]=1[C:11](SC)=[N:10][CH:9]=[N:8]2)([CH3:3])[CH3:2].C([Si](C(C)C)(C(C)C)[N:24]1[C:28]2=[N:29][CH:30]=[C:31]([NH2:33])[CH:32]=[C:27]2[CH:26]=[CH:25]1)(C)C.ClC1C=CC=C(C(OO)=O)C=1.CCCC[N+](CCCC)(CCCC)CCCC.[F-]. The catalyst is C(Cl)(Cl)Cl.C1COCC1. The product is [CH:1]([C:4]1[C:5]([O:15][CH2:16][CH:17]([OH:19])[CH3:18])=[CH:6][N:7]2[C:12]=1[C:11]([NH:33][C:31]1[CH:32]=[C:27]3[CH:26]=[CH:25][NH:24][C:28]3=[N:29][CH:30]=1)=[N:10][CH:9]=[N:8]2)([CH3:3])[CH3:2]. The yield is 0.0100. (3) The reactants are [CH3:1][O:2][C:3]1[C:24]2[O:23][C:10]3[C:11](=[O:22])[N:12]([C@@H:14]([CH2:18][CH:19]([CH3:21])[CH3:20])[C:15](O)=[O:16])[CH2:13][C:9]=3[CH2:8][C:7]=2[C:6]([O:25][CH3:26])=[CH:5][CH:4]=1.[CH3:27][O:28][C:29](=[O:37])[C:30]1[CH:35]=[CH:34][C:33]([NH2:36])=[N:32][CH:31]=1.ON1[C:43]2C=CC=[CH:47][C:42]=2N=N1. The catalyst is C(Cl)Cl.O. The product is [CH3:27][O:28][C:29](=[O:37])[C:30]1[CH:35]=[CH:34][C:33]([NH:36][C:15](=[O:16])[C@@H:14]([N:12]2[CH2:13][C:9]3[CH2:8][C:7]4[C:6]([O:25][CH3:26])=[CH:5][CH:4]=[C:3]([O:2][CH3:1])[C:24]=4[O:23][C:10]=3[C:11]2=[O:22])[CH2:18][CH:19]2[CH2:20][CH2:47][CH2:42][CH2:43][CH2:21]2)=[N:32][CH:31]=1. The yield is 0.308. (4) The reactants are C([O:4][CH2:5][C:6]([N:8]([C:38]1[CH:43]=[CH:42][C:41]([Cl:44])=[CH:40][CH:39]=1)[C@H:9]1[C:18]2[C:13](=[CH:14][CH:15]=[CH:16][CH:17]=2)[N:12]([C:19]([C:21]2[CH:26]=[CH:25][C:24]([CH2:27][CH2:28][CH2:29][C:30]([CH3:36])([CH3:35])[C:31]([O:33]C)=[O:32])=[CH:23][CH:22]=2)=[O:20])[C@@H:11]([CH3:37])[CH2:10]1)=[O:7])(=O)C.[OH-].[Na+]. The catalyst is CO.O1CCCC1.O. The product is [Cl:44][C:41]1[CH:40]=[CH:39][C:38]([N:8]([C:6](=[O:7])[CH2:5][OH:4])[C@H:9]2[C:18]3[C:13](=[CH:14][CH:15]=[CH:16][CH:17]=3)[N:12]([C:19]([C:21]3[CH:26]=[CH:25][C:24]([CH2:27][CH2:28][CH2:29][C:30]([CH3:36])([CH3:35])[C:31]([OH:33])=[O:32])=[CH:23][CH:22]=3)=[O:20])[C@@H:11]([CH3:37])[CH2:10]2)=[CH:43][CH:42]=1. The yield is 0.700. (5) The reactants are Br[CH2:2][C:3]([C:5]1[CH:10]=[CH:9][C:8]([S:11][CH3:12])=[CH:7][CH:6]=1)=[O:4].CN(C=O)C.[N-:18]=[N+:19]=[N-:20].[Na+]. The catalyst is CCOC(C)=O. The product is [N:18]([CH2:2][C:3]([C:5]1[CH:10]=[CH:9][C:8]([S:11][CH3:12])=[CH:7][CH:6]=1)=[O:4])=[N+:19]=[N-:20]. The yield is 1.00.